Dataset: Forward reaction prediction with 1.9M reactions from USPTO patents (1976-2016). Task: Predict the product of the given reaction. (1) Given the reactants C(OC([N:8]1[CH2:13][CH2:12][CH:11]([CH2:14][CH2:15][N:16]2[CH2:26][C:25]3[N:27]4[C:18](=[CH:19][N:20]=[C:21]4[CH:22]=[CH:23][CH:24]=3)[C:17]2=[O:28])[CH2:10][CH2:9]1)=O)(C)(C)C.[ClH:29], predict the reaction product. The product is: [ClH:29].[ClH:29].[NH:8]1[CH2:13][CH2:12][CH:11]([CH2:14][CH2:15][N:16]2[CH2:26][C:25]3[N:27]4[C:18](=[CH:19][N:20]=[C:21]4[CH:22]=[CH:23][CH:24]=3)[C:17]2=[O:28])[CH2:10][CH2:9]1. (2) Given the reactants [F:1][C:2]([F:19])([F:18])[C:3]1[CH:8]=[CH:7][C:6]([C:9]2[CH:14]=[CH:13][C:12]([NH:15][CH:16]=[O:17])=[CH:11][CH:10]=2)=[CH:5][CH:4]=1.[H-].[Na+].I[CH3:23], predict the reaction product. The product is: [CH3:23][N:15]([C:12]1[CH:13]=[CH:14][C:9]([C:6]2[CH:7]=[CH:8][C:3]([C:2]([F:18])([F:19])[F:1])=[CH:4][CH:5]=2)=[CH:10][CH:11]=1)[CH:16]=[O:17]. (3) The product is: [CH2:19]([CH:21]1[O:23][CH2:22]1)[Cl:20].[C:1]([O-:13])(=[O:12])[CH2:2][C:3]([CH2:8][C:9]([O-:11])=[O:10])([C:5]([O-:7])=[O:6])[OH:4].[Na+:14].[Na+:14].[Na+:14]. Given the reactants [C:1]([O-:13])(=[O:12])[CH2:2][C:3]([CH2:8][C:9]([O-:11])=[O:10])([C:5]([O-:7])=[O:6])[OH:4].[Na+:14].[Na+].[Na+].[OH-].[Na+].[CH2:19]([CH:21]1[O:23][CH2:22]1)[Cl:20], predict the reaction product. (4) The product is: [CH3:17][C:7]1[N:6]=[C:5]2[S:18][C:2]([C:36]3[CH:37]=[N:33][NH:34][CH:35]=3)=[C:3]([C:19]3[CH:24]=[CH:23][CH:22]=[C:21]([O:25][CH3:26])[CH:20]=3)[C:4]2=[C:9]([NH:10][S:11]([CH:14]2[CH2:16][CH2:15]2)(=[O:13])=[O:12])[CH:8]=1. Given the reactants Br[C:2]1[S:18][C:5]2=[N:6][C:7]([CH3:17])=[CH:8][C:9]([NH:10][S:11]([CH:14]3[CH2:16][CH2:15]3)(=[O:13])=[O:12])=[C:4]2[C:3]=1[C:19]1[CH:24]=[CH:23][CH:22]=[C:21]([O:25][CH3:26])[CH:20]=1.C([O-])([O-])=O.[K+].[K+].[NH:33]1[CH:37]=[C:36](B(O)O)[CH:35]=[N:34]1, predict the reaction product. (5) The product is: [NH2:24][C:22]1[CH:21]=[CH:20][C:3]([C:4]([N:6]2[CH2:11][CH2:10][CH:9]([NH:12][C:13](=[O:19])[O:14][C:15]([CH3:18])([CH3:16])[CH3:17])[CH2:8][CH2:7]2)=[O:5])=[C:2]([Cl:1])[CH:23]=1. Given the reactants [Cl:1][C:2]1[CH:23]=[C:22]([N+:24]([O-])=O)[CH:21]=[CH:20][C:3]=1[C:4]([N:6]1[CH2:11][CH2:10][CH:9]([NH:12][C:13](=[O:19])[O:14][C:15]([CH3:18])([CH3:17])[CH3:16])[CH2:8][CH2:7]1)=[O:5].[Cl-].[Ca+2].[Cl-], predict the reaction product. (6) Given the reactants C(OC(=O)[NH:7][C@H:8]1[CH2:12][C@H:11]([O:13][C:14]2[C:23]3[C:18](=[CH:19][C:20]([O:24][CH3:25])=[CH:21][CH:22]=3)[N:17]=[C:16]([C:26]3[CH:31]=[CH:30][CH:29]=[CH:28][CH:27]=3)[CH:15]=2)[CH2:10][C@H:9]1[C:32](=[O:54])[NH:33][C@:34]1([C:39]([NH:41][S:42]([C:45]2[CH:46]=[CH:47][CH:48]=[C:49]3[C:53]=2[NH:52][CH:51]=[CH:50]3)(=[O:44])=[O:43])=[O:40])[CH2:36][C@H:35]1[CH:37]=[CH2:38])(C)(C)C.Cl, predict the reaction product. The product is: [NH:52]1[C:53]2[C:49](=[CH:48][CH:47]=[CH:46][C:45]=2[S:42]([NH:41][C:39]([C@@:34]2([NH:33][C:32]([C@@H:9]3[CH2:10][C@@H:11]([O:13][C:14]4[C:23]5[C:18](=[CH:19][C:20]([O:24][CH3:25])=[CH:21][CH:22]=5)[N:17]=[C:16]([C:26]5[CH:31]=[CH:30][CH:29]=[CH:28][CH:27]=5)[CH:15]=4)[CH2:12][C@@H:8]3[NH2:7])=[O:54])[CH2:36][C@H:35]2[CH:37]=[CH2:38])=[O:40])(=[O:44])=[O:43])[CH:50]=[CH:51]1. (7) Given the reactants C([O:3][C:4]([C:6]1[NH:7][C:8]2[C:13]([CH:14]=1)=[CH:12][CH:11]=[CH:10][CH:9]=2)=[O:5])C.[Cl:15][C:16]1[CH:17]=[C:18]2[C:23](=[CH:24][CH:25]=1)[C:22]([CH2:26]Cl)=[CH:21][CH:20]=[CH:19]2, predict the reaction product. The product is: [Cl:15][C:16]1[CH:17]=[C:18]2[C:23](=[CH:24][CH:25]=1)[C:22]([CH2:26][N:7]1[C:8]3[C:13](=[CH:12][CH:11]=[CH:10][CH:9]=3)[CH:14]=[C:6]1[C:4]([OH:3])=[O:5])=[CH:21][CH:20]=[CH:19]2. (8) Given the reactants [CH3:1][C@H:2]1[CH2:7][N:6]([C:8]2[CH:9]=[N:10][C:11]([NH:14][C:15]3[N:16]=[CH:17][C:18]4[CH:23]=[CH:22][N:21]([CH2:24][C:25]5[C:26]([N:31]([CH3:36])[S:32]([CH3:35])(=[O:34])=[O:33])=[N:27][CH:28]=[CH:29][CH:30]=5)[C:19]=4[N:20]=3)=[CH:12][CH:13]=2)[CH2:5][CH2:4][N:3]1C(OC(C)(C)C)=O.C(O)(C(F)(F)F)=O, predict the reaction product. The product is: [CH3:36][N:31]([C:26]1[C:25]([CH2:24][N:21]2[C:19]3[N:20]=[C:15]([NH:14][C:11]4[CH:12]=[CH:13][C:8]([N:6]5[CH2:5][CH2:4][NH:3][C@@H:2]([CH3:1])[CH2:7]5)=[CH:9][N:10]=4)[N:16]=[CH:17][C:18]=3[CH:23]=[CH:22]2)=[CH:30][CH:29]=[CH:28][N:27]=1)[S:32]([CH3:35])(=[O:34])=[O:33]. (9) The product is: [Br:1][C:2]1[CH:7]=[CH:6][C:5]2[O:8][C:12]([CH2:11][CH2:10][OH:14])=[CH:13][C:4]=2[CH:3]=1. Given the reactants [Br:1][C:2]1[CH:7]=[CH:6][C:5]([OH:8])=[C:4](I)[CH:3]=1.[CH2:10]([OH:14])[CH2:11][C:12]#[CH:13].C(NC(C)C)(C)C, predict the reaction product.